This data is from NCI-60 drug combinations with 297,098 pairs across 59 cell lines. The task is: Regression. Given two drug SMILES strings and cell line genomic features, predict the synergy score measuring deviation from expected non-interaction effect. Drug 1: CN1CCC(CC1)COC2=C(C=C3C(=C2)N=CN=C3NC4=C(C=C(C=C4)Br)F)OC. Drug 2: CS(=O)(=O)OCCCCOS(=O)(=O)C. Cell line: SF-295. Synergy scores: CSS=13.2, Synergy_ZIP=-3.51, Synergy_Bliss=-0.430, Synergy_Loewe=0.260, Synergy_HSA=0.200.